Dataset: Catalyst prediction with 721,799 reactions and 888 catalyst types from USPTO. Task: Predict which catalyst facilitates the given reaction. (1) Reactant: [Cl:1][C:2]1[CH:7]=[CH:6][C:5]([N:8]2[C:13](=O)[C:12](=O)[N:11]3[C@H:16]([C:19]4[CH:24]=[CH:23][C:22]([O:25][CH3:26])=[C:21]([O:27][CH3:28])[CH:20]=4)[CH2:17][CH2:18][C@H:10]3[CH2:9]2)=[CH:4][C:3]=1[O:29][CH3:30].B.C1COCC1.CO. Product: [Cl:1][C:2]1[CH:7]=[CH:6][C:5]([N:8]2[CH2:13][CH2:12][N:11]3[C@H:16]([C:19]4[CH:24]=[CH:23][C:22]([O:25][CH3:26])=[C:21]([O:27][CH3:28])[CH:20]=4)[CH2:17][CH2:18][C@@H:10]3[CH2:9]2)=[CH:4][C:3]=1[O:29][CH3:30]. The catalyst class is: 1. (2) Reactant: C[O:2][C:3]([C:5]1[N:6]=[C:7]([C:27]#[N:28])[C:8]2[C:13]([C:14]=1[OH:15])=[CH:12][CH:11]=[C:10]([O:16][C:17]1[CH:26]=[CH:25][C:24]3[C:19](=[CH:20][CH:21]=[CH:22][CH:23]=3)[CH:18]=1)[CH:9]=2)=O.[NH2:29][CH2:30][C:31]([CH3:38])([CH3:37])[C:32]([O:34][CH2:35][CH3:36])=[O:33]. Product: [CH2:35]([O:34][C:32](=[O:33])[C:31]([CH3:38])([CH3:37])[CH2:30][NH:29][C:3]([C:5]1[N:6]=[C:7]([C:27]#[N:28])[C:8]2[C:13]([C:14]=1[OH:15])=[CH:12][CH:11]=[C:10]([O:16][C:17]1[CH:26]=[CH:25][C:24]3[C:19](=[CH:20][CH:21]=[CH:22][CH:23]=3)[CH:18]=1)[CH:9]=2)=[O:2])[CH3:36]. The catalyst class is: 14.